This data is from Forward reaction prediction with 1.9M reactions from USPTO patents (1976-2016). The task is: Predict the product of the given reaction. (1) The product is: [Br:1][C:2]1[CH:3]=[C:4]([C@@H:8]2[C@@H:12]([C:13]([O:15][CH3:19])=[O:14])[O:11][C:10](=[O:16])[NH:9]2)[CH:5]=[CH:6][CH:7]=1. Given the reactants [Br:1][C:2]1[CH:3]=[C:4]([C@@H:8]2[C@@H:12]([C:13]([OH:15])=[O:14])[O:11][C:10](=[O:16])[NH:9]2)[CH:5]=[CH:6][CH:7]=1.CO.[CH3:19][Si](C=[N+]=[N-])(C)C, predict the reaction product. (2) The product is: [CH2:1]([CH:3]1[CH2:7][C:6](=[O:8])[CH2:5][CH:4]1[C:9]([O:11][CH2:12][CH3:13])=[O:10])[CH3:2]. Given the reactants [CH2:1]([C:3]1[CH:4]([C:9]([O:11][CH2:12][CH3:13])=[O:10])[CH2:5][C:6](=[O:8])[CH:7]=1)[CH3:2], predict the reaction product. (3) The product is: [CH3:1][C:2]1[O:3][C:4]2[CH:10]=[C:9]([NH2:11])[CH:8]=[CH:7][C:5]=2[N:6]=1. Given the reactants [CH3:1][C:2]1[O:3][C:4]2[CH:10]=[C:9]([N+:11]([O-])=O)[CH:8]=[CH:7][C:5]=2[N:6]=1, predict the reaction product. (4) The product is: [OH:6][CH2:5][C:2]([NH:1][C:24]([C:17]1[C:18]2[CH2:19][C@H:20]3[CH2:23][C@H:21]3[C:22]=2[N:15]([C:12]2[CH:11]=[CH:10][C:9]([Cl:8])=[CH:14][N:13]=2)[N:16]=1)=[O:25])([CH3:7])[CH3:3]. Given the reactants [NH2:1][C:2]([CH3:7])([CH2:5][OH:6])[CH2:3]O.[Cl:8][C:9]1[CH:10]=[CH:11][C:12]([N:15]2[C:22]3[C@@H:21]4[CH2:23][C@@H:20]4[CH2:19][C:18]=3[C:17]([C:24](O)=[O:25])=[N:16]2)=[N:13][CH:14]=1.[C@@H]12C[C@@H]1CCC2=O.ClC1C=CC(NN)=NC=1, predict the reaction product. (5) Given the reactants [N+:1]([C:4]1[CH:5]=[C:6]([OH:10])[CH:7]=[CH:8][CH:9]=1)([O-])=O.Br[CH2:12][C:13]1[CH:20]=[CH:19][CH:18]=[CH:17][C:14]=1[C:15]#[N:16].BrCC1C=CC=C(F)C=1, predict the reaction product. The product is: [NH2:1][C:4]1[CH:5]=[C:6]([CH:7]=[CH:8][CH:9]=1)[O:10][CH2:12][C:13]1[CH:20]=[CH:19][CH:18]=[CH:17][C:14]=1[C:15]#[N:16]. (6) Given the reactants [C:1]([O:5][C:6](=[O:35])[NH:7][C:8]1([C:16]#[C:17][C:18]2[CH:23]=[CH:22][C:21]([CH2:24][CH2:25][C:26]#[C:27][C:28]3([OH:34])[CH2:33][CH2:32][CH2:31][CH2:30][CH2:29]3)=[CH:20][CH:19]=2)[CH2:13][O:12][C:11]([CH3:15])([CH3:14])[O:10][CH2:9]1)([CH3:4])([CH3:3])[CH3:2], predict the reaction product. The product is: [C:1]([O:5][C:6](=[O:35])[NH:7][C:8]1([CH2:16][CH2:17][C:18]2[CH:23]=[CH:22][C:21]([CH2:24][CH2:25][CH2:26][CH2:27][C:28]3([OH:34])[CH2:33][CH2:32][CH2:31][CH2:30][CH2:29]3)=[CH:20][CH:19]=2)[CH2:9][O:10][C:11]([CH3:15])([CH3:14])[O:12][CH2:13]1)([CH3:2])([CH3:3])[CH3:4]. (7) The product is: [O:38]1[CH2:42][CH2:41][O:40][CH:39]1[CH2:43][N:44]([CH3:45])[C:21]1[N:20]=[C:19]([O:18][C:11]2[C:12]3[C:17](=[CH:16][CH:15]=[CH:14][CH:13]=3)[C:8]([NH:7][C:5](=[O:6])[C:4]3[CH:29]=[C:30]([N:32]4[CH2:37][CH2:36][CH2:35][CH2:34][CH2:33]4)[CH:31]=[C:2]([F:1])[CH:3]=3)=[CH:9][CH:10]=2)[CH:24]=[CH:23][N:22]=1. Given the reactants [F:1][C:2]1[CH:3]=[C:4]([CH:29]=[C:30]([N:32]2[CH2:37][CH2:36][CH2:35][CH2:34][CH2:33]2)[CH:31]=1)[C:5]([NH:7][C:8]1[C:17]2[C:12](=[CH:13][CH:14]=[CH:15][CH:16]=2)[C:11]([O:18][C:19]2[CH:24]=[CH:23][N:22]=[C:21](S(C)(=O)=O)[N:20]=2)=[CH:10][CH:9]=1)=[O:6].[O:38]1[CH2:42][CH2:41][O:40][CH:39]1[CH2:43][NH:44][CH3:45], predict the reaction product. (8) Given the reactants [O:1]=[C:2]1[C:10]([C:11]([O:13]CC)=[O:12])=[C:5]2[CH2:6][O:7][CH2:8][CH2:9][N:4]2[N:3]1[C:16]1[CH:21]=[CH:20][CH:19]=[CH:18][CH:17]=1.[OH-].[Na+], predict the reaction product. The product is: [O:1]=[C:2]1[C:10]([C:11]([OH:13])=[O:12])=[C:5]2[CH2:6][O:7][CH2:8][CH2:9][N:4]2[N:3]1[C:16]1[CH:21]=[CH:20][CH:19]=[CH:18][CH:17]=1. (9) Given the reactants [Cl:1][C:2]1[CH:7]=[CH:6][C:5]([C:8]2[CH:12]([C:13]3[CH:18]=[CH:17][CH:16]=[CH:15][CH:14]=3)[CH2:11][N:10]([C:19](=[S:30])[NH:20][S:21]([N:24]3[CH2:29][CH2:28][CH2:27][CH2:26][CH2:25]3)(=[O:23])=[O:22])[N:9]=2)=[CH:4][CH:3]=1.[CH2:31](N(CC)CC)C.CI, predict the reaction product. The product is: [CH3:31][S:30][C:19]([N:10]1[CH2:11][CH:12]([C:13]2[CH:14]=[CH:15][CH:16]=[CH:17][CH:18]=2)[C:8]([C:5]2[CH:6]=[CH:7][C:2]([Cl:1])=[CH:3][CH:4]=2)=[N:9]1)=[N:20][S:21]([N:24]1[CH2:29][CH2:28][CH2:27][CH2:26][CH2:25]1)(=[O:22])=[O:23].